Dataset: Reaction yield outcomes from USPTO patents with 853,638 reactions. Task: Predict the reaction yield, written as a fraction of the theoretical maximum amount of product (1.0 means a 100% yield; for example, 0.34 means a 34% yield). The reactants are [OH-].[Na+].[S:3]=[C:4]1[NH:9][C:8](=[O:10])[N:7]2[N:11]=[CH:12][CH:13]=[C:6]2[NH:5]1.[CH3:14]I. The catalyst is CCO. The product is [CH3:14][S:3][C:4]1[NH:9][C:8](=[O:10])[N:7]2[N:11]=[CH:12][CH:13]=[C:6]2[N:5]=1. The yield is 0.520.